Dataset: Full USPTO retrosynthesis dataset with 1.9M reactions from patents (1976-2016). Task: Predict the reactants needed to synthesize the given product. (1) Given the product [O:1]1[C:7]2[CH:8]=[C:9]([C:12]([O:14][CH3:15])=[O:13])[CH:10]=[N:11][C:6]=2[CH2:5][NH:4][CH2:3][CH2:2]1, predict the reactants needed to synthesize it. The reactants are: [O:1]1[C:7]2[CH:8]=[C:9]([C:12]([O:14][CH3:15])=[O:13])[CH:10]=[N:11][C:6]=2[CH2:5][N:4](C(OC(C)(C)C)=O)[CH2:3][CH2:2]1.C(O)(C(F)(F)F)=O.C([O-])(O)=O.[Na+]. (2) Given the product [OH:3][N:2]=[CH:10][C:12]1[S:16][C:15]([C:17]([O:19][CH3:20])=[O:18])=[CH:14][CH:13]=1, predict the reactants needed to synthesize it. The reactants are: Cl.[NH2:2][OH:3].N1C=CC=CC=1.[CH:10]([C:12]1[S:16][C:15]([C:17]([O:19][CH3:20])=[O:18])=[CH:14][CH:13]=1)=O. (3) Given the product [NH2:12][C:10]1[N:11]=[C:6]([CH2:5][O:4][CH2:3][C:2]([CH3:24])([OH:1])[CH3:23])[CH:7]=[CH:8][CH:9]=1, predict the reactants needed to synthesize it. The reactants are: [OH:1][C:2]([CH3:24])([CH3:23])[CH2:3][O:4][CH2:5][C:6]1[N:11]=[C:10]([NH:12]C(=O)OCC2C=CC=CC=2)[CH:9]=[CH:8][CH:7]=1.[H][H].